This data is from Full USPTO retrosynthesis dataset with 1.9M reactions from patents (1976-2016). The task is: Predict the reactants needed to synthesize the given product. (1) Given the product [NH2:17][CH2:16][C:9]1([CH2:8][C:7]([OH:18])=[O:6])[CH2:15][CH:14]2[CH:10]1[CH:11]=[CH:12][CH2:13]2, predict the reactants needed to synthesize it. The reactants are: Cl.C([O:6][C:7](=[O:18])[CH2:8][C:9]1([CH2:16][NH2:17])[CH2:15][CH:14]2[CH:10]1[CH:11]=[CH:12][CH2:13]2)(C)(C)C. (2) Given the product [C:1]([O:5][C:6](=[O:45])[NH:7][C@H:8]1[CH2:12][C@@H:11]([N:13]2[CH:21]=[N:20][C:19]3[C:14]2=[N:15][C:16]([C:37](=[O:42])[NH:38][CH2:39][CH2:40][NH:41][C:53]([NH:52][CH:49]2[CH2:48][CH2:47][N:46]([C:60]4[CH:65]=[CH:64][CH:63]=[CH:62][N:61]=4)[CH2:51][CH2:50]2)=[O:54])=[N:17][C:18]=3[NH:22][CH2:23][CH:24]([C:31]2[CH:36]=[CH:35][CH:34]=[CH:33][CH:32]=2)[C:25]2[CH:30]=[CH:29][CH:28]=[CH:27][CH:26]=2)[C@H:10]([OH:43])[C@@H:9]1[OH:44])([CH3:4])([CH3:2])[CH3:3], predict the reactants needed to synthesize it. The reactants are: [C:1]([O:5][C:6](=[O:45])[NH:7][C@H:8]1[CH2:12][C@@H:11]([N:13]2[CH:21]=[N:20][C:19]3[C:14]2=[N:15][C:16]([C:37](=[O:42])[NH:38][CH2:39][CH2:40][NH2:41])=[N:17][C:18]=3[NH:22][CH2:23][CH:24]([C:31]2[CH:36]=[CH:35][CH:34]=[CH:33][CH:32]=2)[C:25]2[CH:30]=[CH:29][CH:28]=[CH:27][CH:26]=2)[C@H:10]([OH:43])[C@@H:9]1[OH:44])([CH3:4])([CH3:3])[CH3:2].[N:46]1([C:60]2[CH:65]=[CH:64][CH:63]=[CH:62][N:61]=2)[CH2:51][CH2:50][CH:49]([NH:52][C:53](N2C=CN=C2)=[O:54])[CH2:48][CH2:47]1. (3) Given the product [CH:17]1([NH:16][C:14](=[O:15])[C:13]2[CH:20]=[CH:21][C:22]([CH3:23])=[C:11]([N:6]3[CH:5]=[N:4][C:3]4[C:7]3=[N:8][CH:9]=[N:10][C:2]=4[C:29]3[CH:34]=[CH:33][CH:32]=[CH:31][N:30]=3)[CH:12]=2)[CH2:19][CH2:18]1, predict the reactants needed to synthesize it. The reactants are: Cl[C:2]1[N:10]=[CH:9][N:8]=[C:7]2[C:3]=1[N:4]=[CH:5][N:6]2[C:11]1[CH:12]=[C:13]([CH:20]=[CH:21][C:22]=1[CH3:23])[C:14]([NH:16][CH:17]1[CH2:19][CH2:18]1)=[O:15].C([Sn](CCCC)(CCCC)[C:29]1[CH:34]=[CH:33][CH:32]=[CH:31][N:30]=1)CCC. (4) The reactants are: [CH:1]1([CH2:4][S:5]([C:8]2[CH:9]=[C:10]([C:14]3[N:22]4[C:17]([CH:18]=[N:19][C:20](SC)=[N:21]4)=[CH:16][CH:15]=3)[CH:11]=[CH:12][CH:13]=2)(=[O:7])=[O:6])[CH2:3][CH2:2]1.[N:25]1[C:29]2[CH:30]=[CH:31][C:32]([NH2:34])=[CH:33][C:28]=2[NH:27][CH:26]=1. Given the product [N:25]1[C:29]2[CH:30]=[CH:31][C:32]([NH:34][C:20]3[N:19]=[CH:18][C:17]4=[CH:16][CH:15]=[C:14]([C:10]5[CH:11]=[CH:12][CH:13]=[C:8]([S:5]([CH2:4][CH:1]6[CH2:3][CH2:2]6)(=[O:7])=[O:6])[CH:9]=5)[N:22]4[N:21]=3)=[CH:33][C:28]=2[NH:27][CH:26]=1, predict the reactants needed to synthesize it. (5) Given the product [Br:1][C:2]1[CH:7]=[C:6]([CH3:8])[C:5]([N:9]2[C:13]3=[N:14][C:15]([CH3:31])=[CH:16][C:17]([N:18]4[CH2:23][CH2:22][CH:21]([CH2:24][CH2:25][I:35])[CH2:20][CH2:19]4)=[C:12]3[C:11]([CH3:32])=[CH:10]2)=[C:4]([CH3:33])[CH:3]=1, predict the reactants needed to synthesize it. The reactants are: [Br:1][C:2]1[CH:7]=[C:6]([CH3:8])[C:5]([N:9]2[C:13]3=[N:14][C:15]([CH3:31])=[CH:16][C:17]([N:18]4[CH2:23][CH2:22][CH:21]([CH2:24][CH2:25]OS(C)(=O)=O)[CH2:20][CH2:19]4)=[C:12]3[C:11]([CH3:32])=[CH:10]2)=[C:4]([CH3:33])[CH:3]=1.[Na+].[I-:35].O.